Dataset: Reaction yield outcomes from USPTO patents with 853,638 reactions. Task: Predict the reaction yield, written as a fraction of the theoretical maximum amount of product (1.0 means a 100% yield; for example, 0.34 means a 34% yield). (1) The yield is 0.960. The product is [CH3:31][C:28]([C@H:27]([N:8]1[C:9]2[C:14](=[CH:13][C:12]([CH2:17][C:18]3[CH:23]=[CH:22][CH:21]=[C:20]([Cl:24])[C:19]=3[F:25])=[C:11]([N:41]3[CH2:46][CH2:45][O:44][CH2:43][CH2:42]3)[N:10]=2)[C:15](=[O:16])[C:6]([C:4]([OH:5])=[O:3])=[CH:7]1)[CH2:32][OH:33])([CH3:29])[CH3:30]. The reactants are C([O:3][C:4]([C:6]1[C:15](=[O:16])[C:14]2[C:9](=[N:10][C:11](F)=[C:12]([CH2:17][C:18]3[CH:23]=[CH:22][CH:21]=[C:20]([Cl:24])[C:19]=3[F:25])[CH:13]=2)[N:8]([C@H:27]([C:32](C)(C)[O:33][SiH2]C(C)(C)C)[C:28]([CH3:31])([CH3:30])[CH3:29])[CH:7]=1)=[O:5])C.[NH:41]1[CH2:46][CH2:45][O:44][CH2:43][CH2:42]1.[OH-].[Na+]. The catalyst is CO. (2) The reactants are [CH2:1]([O:8][C:9]1[CH:16]=[C:15]([N+:17]([O-])=O)[C:12]([C:13]#[N:14])=[CH:11][C:10]=1[O:20][CH3:21])[C:2]1[CH:7]=[CH:6][CH:5]=[CH:4][CH:3]=1.C(=O)(O)[O-].[Na+].S(S([O-])=O)([O-])=O.[Na+].[Na+].Cl.O1CCOCC1. The catalyst is [Cl-].C([N+](CCCC)(CCCC)CCCC)CCC.C(OCC)C.ClCCl.O. The product is [NH2:17][C:15]1[CH:16]=[C:9]([O:8][CH2:1][C:2]2[CH:3]=[CH:4][CH:5]=[CH:6][CH:7]=2)[C:10]([O:20][CH3:21])=[CH:11][C:12]=1[C:13]#[N:14]. The yield is 0.820. (3) The reactants are [N:1]1([CH2:7][CH2:8][N:9]2[C:13]3=[N:14][CH:15]=[N:16][C:17]([NH2:18])=[C:12]3[CH:11]=[N:10]2)[CH2:6][CH2:5][CH2:4][CH2:3][CH2:2]1.Cl.[CH3:20][C:21](=O)[CH2:22][CH2:23][C:24](=O)[CH3:25]. No catalyst specified. The product is [CH3:25][C:24]1[N:18]([C:17]2[N:16]=[CH:15][N:14]=[C:13]3[N:9]([CH2:8][CH2:7][N:1]4[CH2:6][CH2:5][CH2:4][CH2:3][CH2:2]4)[N:10]=[CH:11][C:12]=23)[C:21]([CH3:20])=[CH:22][CH:23]=1. The yield is 0.320.